This data is from Catalyst prediction with 721,799 reactions and 888 catalyst types from USPTO. The task is: Predict which catalyst facilitates the given reaction. Reactant: [OH:1][C:2]1[C:9]([O:10][CH3:11])=[CH:8][C:5]([CH:6]=[O:7])=[CH:4][C:3]=1[O:12][CH3:13].C([O-])([O-])=O.[Cs+].[Cs+].Br[CH2:21][CH2:22][CH2:23][C:24]1[CH:29]=[CH:28][CH:27]=[CH:26][CH:25]=1.O. Product: [CH3:13][O:12][C:3]1[CH:4]=[C:5]([CH:8]=[C:9]([O:10][CH3:11])[C:2]=1[O:1][CH2:21][CH2:22][CH2:23][C:24]1[CH:29]=[CH:28][CH:27]=[CH:26][CH:25]=1)[CH:6]=[O:7]. The catalyst class is: 3.